Dataset: Merck oncology drug combination screen with 23,052 pairs across 39 cell lines. Task: Regression. Given two drug SMILES strings and cell line genomic features, predict the synergy score measuring deviation from expected non-interaction effect. (1) Drug 1: CC1CC2C3CCC4=CC(=O)C=CC4(C)C3(F)C(O)CC2(C)C1(O)C(=O)CO. Drug 2: CNC(=O)c1cc(Oc2ccc(NC(=O)Nc3ccc(Cl)c(C(F)(F)F)c3)cc2)ccn1. Cell line: MDAMB436. Synergy scores: synergy=1.85. (2) Drug 1: NC1(c2ccc(-c3nc4ccn5c(=O)[nH]nc5c4cc3-c3ccccc3)cc2)CCC1. Drug 2: O=C(NOCC(O)CO)c1ccc(F)c(F)c1Nc1ccc(I)cc1F. Cell line: PA1. Synergy scores: synergy=36.5. (3) Drug 1: C=CCn1c(=O)c2cnc(Nc3ccc(N4CCN(C)CC4)cc3)nc2n1-c1cccc(C(C)(C)O)n1. Drug 2: CCc1c2c(nc3ccc(O)cc13)-c1cc3c(c(=O)n1C2)COC(=O)C3(O)CC. Cell line: HT144. Synergy scores: synergy=8.15.